This data is from Forward reaction prediction with 1.9M reactions from USPTO patents (1976-2016). The task is: Predict the product of the given reaction. (1) The product is: [O:1]1[C:3]2([CH2:8][CH2:7][N:6]([C:9]3[CH:14]=[CH:13][C:12]([N:15]4[CH2:19][C@H:18]([CH2:20][NH:21][C:22](=[O:24])[CH3:23])[O:17][C:16]4=[O:25])=[CH:11][C:10]=3[F:26])[CH2:5][CH2:4]2)[CH2:30][S:31][CH2:2]1. Given the reactants [O:1]1[C:3]2([CH2:8][CH2:7][N:6]([C:9]3[CH:14]=[CH:13][C:12]([N:15]4[CH2:19][C@H:18]([CH2:20][NH:21][C:22](=[O:24])[CH3:23])[O:17][C:16]4=[O:25])=[CH:11][C:10]=3[F:26])[CH2:5][CH2:4]2)[CH2:2]1.OCC[CH2:30][SH:31], predict the reaction product. (2) Given the reactants [CH:1]1[CH:6]=[N:5][CH:4]=[C:3]([C:7]([OH:9])=O)[CH:2]=1.[CH3:10][O:11][C:12](=[O:18])[C@@H:13]1[CH2:17][CH2:16][CH2:15][NH:14]1.CN1CCOCC1.CCN=C=NCCCN(C)C.Cl, predict the reaction product. The product is: [CH3:10][O:11][C:12]([CH:13]1[CH2:17][CH2:16][CH2:15][N:14]1[C:7]([C:3]1[CH:4]=[N:5][CH:6]=[CH:1][CH:2]=1)=[O:9])=[O:18]. (3) Given the reactants [CH3:1][C:2]1[CH:7]=[C:6]([C:8]2[CH:13]=[CH:12][C:11]([NH2:14])=[CH:10][CH:9]=2)[CH:5]=[CH:4][N:3]=1.[Br:15][C:16]1[CH:17]=[C:18]2[C:23](=[CH:24][CH:25]=1)[O:22][C:21]([CH3:27])([CH3:26])[CH2:20][CH:19]2[C:28](O)=[O:29].C1CN([P+](ON2N=NC3C=CC=CC2=3)(N2CCCC2)N2CCCC2)CC1.F[P-](F)(F)(F)(F)F.CCN(C(C)C)C(C)C, predict the reaction product. The product is: [Br:15][C:16]1[CH:17]=[C:18]2[C:23](=[CH:24][CH:25]=1)[O:22][C:21]([CH3:26])([CH3:27])[CH2:20][CH:19]2[C:28]([NH:14][C:11]1[CH:12]=[CH:13][C:8]([C:6]2[CH:5]=[CH:4][N:3]=[C:2]([CH3:1])[CH:7]=2)=[CH:9][CH:10]=1)=[O:29]. (4) Given the reactants [OH:1][C:2]1[C:7]([C@@H:8]2[CH2:12][CH2:11][N:10]([CH3:13])[C@H:9]2[CH2:14][OH:15])=[C:6]([O:16][CH3:17])[CH:5]=[C:4]([O:18][CH3:19])[C:3]=1[C:20](=[O:22])[CH3:21].CO[C:25](=O)[C:26]1[CH:31]=[C:30]([N:32]([CH3:34])[CH3:33])[CH:29]=[CH:28][C:27]=1[Cl:35].[H-].[Na+], predict the reaction product. The product is: [Cl:35][C:27]1[CH:28]=[CH:29][C:30]([N:32]([CH3:34])[CH3:33])=[CH:31][C:26]=1[C:25]1[O:1][C:2]2[C:3]([C:20](=[O:22])[CH:21]=1)=[C:4]([O:18][CH3:19])[CH:5]=[C:6]([O:16][CH3:17])[C:7]=2[C@@H:8]1[CH2:12][CH2:11][N:10]([CH3:13])[C@H:9]1[CH2:14][OH:15]. (5) Given the reactants [Cl:1][C:2]1[CH:3]=[C:4](/[CH:8]=[CH:9]/[C:10]([OH:12])=O)[CH:5]=[CH:6][CH:7]=1.CN(C)C=O.C(Cl)(=O)C(Cl)=O.Cl.[CH3:25][O:26][C:27](=[O:30])[CH2:28][NH2:29].C(N(C(C)C)CC)(C)C, predict the reaction product. The product is: [Cl:1][C:2]1[CH:3]=[C:4](/[CH:8]=[CH:9]/[C:10]([NH:29][CH2:28][C:27]([O:26][CH3:25])=[O:30])=[O:12])[CH:5]=[CH:6][CH:7]=1. (6) Given the reactants Br[C:2]1[CH:3]=[CH:4][CH:5]=[C:6]2[C:10]=1[NH:9][C:8]([C:11]([O:13][CH2:14][CH3:15])=[O:12])=[C:7]2[CH2:16][CH2:17][CH2:18][O:19][C:20]1[CH:25]=[C:24]([CH3:26])[C:23]([Cl:27])=[C:22]([CH3:28])[CH:21]=1.[S:29]1[CH:33]=[CH:32][C:31](B(O)O)=[CH:30]1, predict the reaction product. The product is: [Cl:27][C:23]1[C:24]([CH3:26])=[CH:25][C:20]([O:19][CH2:18][CH2:17][CH2:16][C:7]2[C:6]3[C:10](=[C:2]([C:31]4[CH:32]=[CH:33][S:29][CH:30]=4)[CH:3]=[CH:4][CH:5]=3)[NH:9][C:8]=2[C:11]([O:13][CH2:14][CH3:15])=[O:12])=[CH:21][C:22]=1[CH3:28]. (7) Given the reactants [F:1][C:2]1[CH:7]=[CH:6][CH:5]=[C:4]([F:8])[C:3]=1[C:9]1[CH:10]=[C:11]2[C:15](=[CH:16][CH:17]=1)[NH:14][CH:13]=[C:12]2[I:18].CC(C)([O-])C.[K+].[C:25](O[C:25]([O:27][C:28]([CH3:31])([CH3:30])[CH3:29])=[O:26])([O:27][C:28]([CH3:31])([CH3:30])[CH3:29])=[O:26], predict the reaction product. The product is: [F:1][C:2]1[CH:7]=[CH:6][CH:5]=[C:4]([F:8])[C:3]=1[C:9]1[CH:10]=[C:11]2[C:15](=[CH:16][CH:17]=1)[N:14]([C:25]([O:27][C:28]([CH3:31])([CH3:30])[CH3:29])=[O:26])[CH:13]=[C:12]2[I:18]. (8) Given the reactants [NH2:1][C:2]1[C:11]2[N:12]=[C:13]([CH2:20][CH2:21][CH2:22][CH3:23])[N:14]([CH2:15][CH2:16][CH2:17][CH2:18][NH2:19])[C:10]=2[C:9]2[N:8]=[CH:7][CH:6]=[CH:5][C:4]=2[N:3]=1.C(N(CC)C(C)C)(C)C.Cl.[C:34](Cl)(=[O:41])[C:35]1[CH:40]=[CH:39][CH:38]=[N:37][CH:36]=1.ClCCl, predict the reaction product. The product is: [NH2:1][C:2]1[C:11]2[N:12]=[C:13]([CH2:20][CH2:21][CH2:22][CH3:23])[N:14]([CH2:15][CH2:16][CH2:17][CH2:18][NH:19][C:34](=[O:41])[C:35]3[CH:40]=[CH:39][CH:38]=[N:37][CH:36]=3)[C:10]=2[C:9]2[N:8]=[CH:7][CH:6]=[CH:5][C:4]=2[N:3]=1. (9) Given the reactants [F:1][C:2]1[CH:7]=[CH:6][CH:5]=[C:4]([F:8])[C:3]=1[N:9]1[C:14]2[N:15]=[C:16]([S:36][CH3:37])[N:17]=[C:18]([C:19]3[CH:20]=[C:21]([CH:32]=[CH:33][C:34]=3[CH3:35])[C:22]([NH:24][CH2:25][C:26]3[CH:31]=[CH:30][CH:29]=[CH:28][CH:27]=3)=[O:23])[C:13]=2[CH:12]=[CH:11][C:10]1=[O:38].ClC1C=C(C=CC=1)C(OO)=[O:44], predict the reaction product. The product is: [F:8][C:4]1[CH:5]=[CH:6][CH:7]=[C:2]([F:1])[C:3]=1[N:9]1[C:14]2[N:15]=[C:16]([S:36]([CH3:37])=[O:44])[N:17]=[C:18]([C:19]3[CH:20]=[C:21]([CH:32]=[CH:33][C:34]=3[CH3:35])[C:22]([NH:24][CH2:25][C:26]3[CH:31]=[CH:30][CH:29]=[CH:28][CH:27]=3)=[O:23])[C:13]=2[CH:12]=[CH:11][C:10]1=[O:38]. (10) Given the reactants [Cl:1][C:2]1[CH:3]=[N:4][C:5]2[C:10]([CH:11]=1)=[CH:9][C:8]([CH:12]=O)=[CH:7][CH:6]=2.Cl.[NH2:15][OH:16], predict the reaction product. The product is: [Cl:1][C:2]1[CH:3]=[N:4][C:5]2[C:10]([CH:11]=1)=[CH:9][C:8]([CH:12]=[N:15][OH:16])=[CH:7][CH:6]=2.